From a dataset of Forward reaction prediction with 1.9M reactions from USPTO patents (1976-2016). Predict the product of the given reaction. (1) Given the reactants [Cl:1][C:2]1[C:6]([CH2:7]Cl)=[C:5]([C:9]2[CH:14]=[CH:13][CH:12]=[CH:11][CH:10]=2)[S:4][N:3]=1.[OH:15][C:16]1[CH:21]=[CH:20][C:19]([CH2:22][CH2:23][C:24]([O:26][CH2:27][CH3:28])=[O:25])=[C:18]([CH3:29])[C:17]=1[CH3:30].C([O-])([O-])=O.[Cs+].[Cs+], predict the reaction product. The product is: [Cl:1][C:2]1[C:6]([CH2:7][O:15][C:16]2[CH:21]=[CH:20][C:19]([CH2:22][CH2:23][C:24]([O:26][CH2:27][CH3:28])=[O:25])=[C:18]([CH3:29])[C:17]=2[CH3:30])=[C:5]([C:9]2[CH:14]=[CH:13][CH:12]=[CH:11][CH:10]=2)[S:4][N:3]=1. (2) Given the reactants [NH:1]1[CH:5]=[CH:4][N:3]=[C:2]1[C:6]([CH3:10])([CH3:9])[CH2:7][OH:8].CC(OI1(OC(C)=O)(OC(C)=O)OC(=O)C2C=CC=CC1=2)=O, predict the reaction product. The product is: [NH:1]1[CH:5]=[CH:4][N:3]=[C:2]1[C:6]([CH3:10])([CH3:9])[CH:7]=[O:8]. (3) Given the reactants [C@H:1]1([NH:10][C:11]2[CH:20]=[CH:19][C:18]3[C:13](=[CH:14][CH:15]=[C:16]([NH2:21])[CH:17]=3)[N:12]=2)[C:9]2[C:4](=[CH:5][CH:6]=[CH:7][CH:8]=2)[CH2:3][CH2:2]1.[S:22](N)([NH:25][C:26]([O:28][C:29]([CH3:32])([CH3:31])[CH3:30])=[O:27])(=[O:24])=[O:23].CN([N+]1C=CC=CC=1)C.C(N(CC)CC)C, predict the reaction product. The product is: [C@H:1]1([NH:10][C:11]2[CH:20]=[CH:19][C:18]3[C:13](=[CH:14][CH:15]=[C:16]([NH:21][S:22]([NH:25][C:26](=[O:27])[O:28][C:29]([CH3:31])([CH3:30])[CH3:32])(=[O:23])=[O:24])[CH:17]=3)[N:12]=2)[C:9]2[C:4](=[CH:5][CH:6]=[CH:7][CH:8]=2)[CH2:3][CH2:2]1. (4) Given the reactants I[C:2]1[CH:3]=[C:4]([CH3:8])[CH:5]=[CH:6][CH:7]=1.C1(P(C2C=CC=CC=2)C2C=CC=CC=2)C=CC=CC=1.[CH2:28]([O:30][CH:31]([O:43][CH2:44][CH3:45])[C:32]1[O:40][C:39]2[C:38]([C:41]#[CH:42])=[CH:37][N:36]=[CH:35][C:34]=2[CH:33]=1)[CH3:29], predict the reaction product. The product is: [CH2:28]([O:30][CH:31]([O:43][CH2:44][CH3:45])[C:32]1[O:40][C:39]2[C:38]([C:41]#[C:42][C:2]3[CH:3]=[C:4]([CH3:8])[CH:5]=[CH:6][CH:7]=3)=[CH:37][N:36]=[CH:35][C:34]=2[CH:33]=1)[CH3:29].